This data is from Forward reaction prediction with 1.9M reactions from USPTO patents (1976-2016). The task is: Predict the product of the given reaction. (1) Given the reactants C(OC(=O)[NH:7][C@H:8]([CH:13]1[CH2:15][CH2:14]1)[C:9]([OH:12])([CH3:11])[CH3:10])(C)(C)C.CO.[ClH:19], predict the reaction product. The product is: [ClH:19].[NH2:7][C@H:8]([CH:13]1[CH2:15][CH2:14]1)[C:9]([CH3:11])([OH:12])[CH3:10]. (2) Given the reactants [Cl:1][C:2]1[CH:10]=[C:9]2[C:5]([CH2:6][N:7]([C:12]3[C:13]([CH3:35])=[C:14]([C:18]4[C:30]5[C:29]6[C:24](=[CH:25][C:26]([OH:31])=[CH:27][CH:28]=6)[NH:23][C:22]=5[C:21]([C:32]([NH2:34])=[O:33])=[N:20][CH:19]=4)[CH:15]=[CH:16][CH:17]=3)[C:8]2=[O:11])=[CH:4][CH:3]=1.[C:36](=[O:39])([O-])[O-].[Cs+].[Cs+], predict the reaction product. The product is: [Cl:1][C:2]1[CH:10]=[C:9]2[C:5]([CH2:6][N:7]([C:12]3[C:13]([CH3:35])=[C:14]([C:18]4[C:30]5[C:29]6[C:24](=[CH:25][C:26]([O:31][CH2:5][CH2:6][N:7]7[CH2:12][CH2:36][O:39][CH2:9][CH2:8]7)=[CH:27][CH:28]=6)[NH:23][C:22]=5[C:21]([C:32]([NH2:34])=[O:33])=[N:20][CH:19]=4)[CH:15]=[CH:16][CH:17]=3)[C:8]2=[O:11])=[CH:4][CH:3]=1. (3) Given the reactants [Br:1][C:2]1[N:6]2[N:7]=[C:8](F)[CH:9]=[CH:10][C:5]2=[N:4][CH:3]=1.[CH2:12]([O:14][C:15]1[CH:23]=[CH:22][CH:21]=[CH:20][C:16]=1[CH2:17][CH2:18][NH2:19])[CH3:13].C(N(CC)CC)C, predict the reaction product. The product is: [Br:1][C:2]1[N:6]2[N:7]=[C:8]([NH:19][CH2:18][CH2:17][C:16]3[CH:20]=[CH:21][CH:22]=[CH:23][C:15]=3[O:14][CH2:12][CH3:13])[CH:9]=[CH:10][C:5]2=[N:4][CH:3]=1.